Dataset: Forward reaction prediction with 1.9M reactions from USPTO patents (1976-2016). Task: Predict the product of the given reaction. (1) Given the reactants Cl[C:2]1[N:7]=[C:6]([C:8]2[C:9]([C:17]3[CH:18]=[C:19]([NH:23][C:24](=[O:33])[C:25]4[C:30](F)=[CH:29][CH:28]=[CH:27][C:26]=4F)[CH:20]=[CH:21][CH:22]=3)=[N:10][N:11]3[CH:16]=[CH:15][CH:14]=[CH:13][C:12]=23)[CH:5]=[CH:4][N:3]=1.F[C:35]1[CH:36]=[C:37]([CH:39]=[CH:40][CH:41]=1)[NH2:38], predict the reaction product. The product is: [CH2:2]1[C:35]2[C:41](=[CH:40][CH:39]=[C:37]([NH:38][C:2]3[N:7]=[C:6]([C:8]4[C:9]([C:17]5[CH:18]=[C:19]([NH:23][C:24](=[O:33])[C:25]6[CH:30]=[CH:29][CH:28]=[CH:27][CH:26]=6)[CH:20]=[CH:21][CH:22]=5)=[N:10][N:11]5[CH:16]=[CH:15][CH:14]=[CH:13][C:12]=45)[CH:5]=[CH:4][N:3]=3)[CH:36]=2)[CH2:5][CH2:4][NH:3]1. (2) Given the reactants [H-].[Na+].[N+:3]([C:6]1[CH:7]=[C:8]([CH:11]=[CH:12][C:13]=1[NH:14][C:15]1[CH:24]=[CH:23][C:22]2[C:21]([CH3:26])([CH3:25])[CH2:20][CH2:19][C:18]([CH3:28])([CH3:27])[C:17]=2[CH:16]=1)[C:9]#[N:10])([O-:5])=[O:4].[CH3:29]I, predict the reaction product. The product is: [CH3:29][N:14]([C:15]1[CH:24]=[CH:23][C:22]2[C:21]([CH3:26])([CH3:25])[CH2:20][CH2:19][C:18]([CH3:28])([CH3:27])[C:17]=2[CH:16]=1)[C:13]1[CH:12]=[CH:11][C:8]([C:9]#[N:10])=[CH:7][C:6]=1[N+:3]([O-:5])=[O:4].